Dataset: Reaction yield outcomes from USPTO patents with 853,638 reactions. Task: Predict the reaction yield, written as a fraction of the theoretical maximum amount of product (1.0 means a 100% yield; for example, 0.34 means a 34% yield). (1) The reactants are [CH3:1][C:2]1[CH:3]=[C:4]([C:8](=[O:12])[C@H:9](O)[CH3:10])[CH:5]=[CH:6][CH:7]=1.CN(C1C2C(N(C)C)=CC=CC=2C=CC=1)C.S(OS(C(F)(F)F)(=O)=O)(C(F)(F)F)(=O)=O.[NH2:44][C:45]([CH3:49])([CH3:48])[CH2:46][OH:47]. The catalyst is C(#N)C. The product is [C:2]1([CH3:1])[CH:7]=[CH:6][CH:5]=[C:4]([C@:8]2([OH:12])[O:47][CH2:46][C:45]([CH3:49])([CH3:48])[NH:44][C@H:9]2[CH3:10])[CH:3]=1. The yield is 0.660. (2) The reactants are C([O:3][C:4](=[O:31])[CH2:5][CH:6]1[S:10][C:9]([C:11]2[NH:12][C:13]3[C:18]([CH:19]=2)=[CH:17][CH:16]=[CH:15][C:14]=3[N:20]([CH3:30])[S:21]([C:24]2[CH:29]=[CH:28][CH:27]=[CH:26][N:25]=2)(=[O:23])=[O:22])=[N:8][CH2:7]1)C.[OH-].[K+].Cl. The catalyst is O1CCCC1.CO.O.C(OCC)(=O)C. The product is [CH3:30][N:20]([S:21]([C:24]1[CH:29]=[CH:28][CH:27]=[CH:26][N:25]=1)(=[O:23])=[O:22])[C:14]1[CH:15]=[CH:16][CH:17]=[C:18]2[C:13]=1[NH:12][C:11]([C:9]1[S:10][CH:6]([CH2:5][C:4]([OH:31])=[O:3])[CH2:7][N:8]=1)=[CH:19]2. The yield is 0.910. (3) The reactants are [N:1]([C@@H:4]([C:7]1[CH:8]=[N:9][C:10]([O:13][CH3:14])=[CH:11][CH:12]=1)[CH2:5][OH:6])=[N+]=[N-]. The catalyst is [Pd].CCOC(C)=O. The product is [NH2:1][C@@H:4]([C:7]1[CH:8]=[N:9][C:10]([O:13][CH3:14])=[CH:11][CH:12]=1)[CH2:5][OH:6]. The yield is 1.00. (4) The reactants are [Cl:1][C:2]1[CH:7]=[CH:6][CH:5]=[CH:4][C:3]=1[S:8](N1CCN(C2C(Cl)=CN=CC=2Cl)CC1)(=[O:10])=[O:9].[Cl:25]C1C=NC=C(Cl)C=1N1CCNCC1. No catalyst specified. The product is [Cl:1][C:2]1[CH:7]=[CH:6][CH:5]=[CH:4][C:3]=1[S:8]([Cl:25])(=[O:10])=[O:9]. The yield is 0.590. (5) The reactants are [CH3:1][CH:2]1[NH:7][C:6]2[CH:8]=[CH:9][C:10]([N+:12]([O-:14])=[O:13])=[CH:11][C:5]=2[O:4][CH2:3]1.[CH:15](=O)[CH3:16].[BH3-]C#N.[Na+]. No catalyst specified. The product is [CH2:15]([N:7]1[C:6]2[CH:8]=[CH:9][C:10]([N+:12]([O-:14])=[O:13])=[CH:11][C:5]=2[O:4][CH2:3][CH:2]1[CH3:1])[CH3:16]. The yield is 0.630.